From a dataset of Forward reaction prediction with 1.9M reactions from USPTO patents (1976-2016). Predict the product of the given reaction. (1) Given the reactants Cl.[CH2:2]([O:4][C:5]([CH:7]1[CH2:10][NH:9][CH2:8]1)=[O:6])[CH3:3].C(O[C:14]1(O[Si](C)(C)C)[CH2:16][CH2:15]1)C.C(O)(=O)C.C([BH3-])#N.[Na+], predict the reaction product. The product is: [CH:14]1([N:9]2[CH2:10][CH:7]([C:5]([O:4][CH2:2][CH3:3])=[O:6])[CH2:8]2)[CH2:16][CH2:15]1. (2) Given the reactants Cl.[Cl:2][C:3]1[CH:4]=[C:5]2[C:10](=[CH:11][CH:12]=1)[N:9]=[C:8]([N:13]1[CH2:18][CH2:17][NH:16][CH2:15][CH2:14]1)[CH:7]=[CH:6]2.[CH:19]1([O:24][C:25]2[CH:33]=[CH:32][C:31]([S:34]([CH3:37])(=[O:36])=[O:35])=[CH:30][C:26]=2[C:27](O)=[O:28])[CH2:23][CH2:22][CH2:21][CH2:20]1.C(OCC)(=O)C, predict the reaction product. The product is: [Cl:2][C:3]1[CH:4]=[C:5]2[C:10](=[CH:11][CH:12]=1)[N:9]=[C:8]([N:13]1[CH2:14][CH2:15][N:16]([C:27]([C:26]3[CH:30]=[C:31]([S:34]([CH3:37])(=[O:36])=[O:35])[CH:32]=[CH:33][C:25]=3[O:24][CH:19]3[CH2:23][CH2:22][CH2:21][CH2:20]3)=[O:28])[CH2:17][CH2:18]1)[CH:7]=[CH:6]2. (3) The product is: [O:26]1[CH2:27][CH2:28][CH2:29][C@@H:25]1[CH2:24][N:13]1[C:14]2[CH:15]=[C:16]3[O:23][CH2:22][CH2:21][O:20][C:17]3=[CH:18][C:19]=2[C:11]2([C:10]3=[CH:9][C:5]4[CH2:6][CH2:7][O:8][C:4]=4[CH:3]=[C:2]3[O:1][CH2:31]2)[C:12]1=[O:30]. Given the reactants [OH:1][C:2]1[C:10]([CH:11]2[C:19]3[CH:18]=[C:17]4[O:20][CH2:21][CH2:22][O:23][C:16]4=[CH:15][C:14]=3[N:13]([CH2:24][C@H:25]3[CH2:29][CH2:28][CH2:27][O:26]3)[C:12]2=[O:30])=[CH:9][C:5]2[CH2:6][CH2:7][O:8][C:4]=2[CH:3]=1.[C:31]1(C(C2C=CC=CC=2)N2C3C(=CC=CC=3)C(C3C=C(C)C(OC)=CC=3O)C2=O)C=CC=CC=1, predict the reaction product. (4) Given the reactants [CH:1]1([C:4]2[N:8]=[C:7]([C:9]3[C:17]4[CH2:16][CH2:15][O:14][CH2:13][C:12]=4[S:11][C:10]=3[NH:18]C(C3CCCC=3C(O)=O)=O)[O:6][N:5]=2)[CH2:3][CH2:2]1.[CH3:29][O:30][C:31]([C:33]12[CH2:38][C:37]1([C:39]([OH:41])=O)[CH2:36][CH2:35][CH2:34]2)=[O:32], predict the reaction product. The product is: [CH:1]1([C:4]2[N:8]=[C:7]([C:9]3[C:17]4[CH2:16][CH2:15][O:14][CH2:13][C:12]=4[S:11][C:10]=3[NH:18][C:39]([C:37]34[CH2:38][C:33]3([C:31]([O:30][CH3:29])=[O:32])[CH2:34][CH2:35][CH2:36]4)=[O:41])[O:6][N:5]=2)[CH2:3][CH2:2]1. (5) Given the reactants S(Cl)(Cl)=O.Cl.[NH2:6][C@@H:7]([CH2:11][NH2:12])[C:8]([OH:10])=[O:9].[C:13](O[C:13]([O:15][C:16]([CH3:19])([CH3:18])[CH3:17])=[O:14])([O:15][C:16]([CH3:19])([CH3:18])[CH3:17])=[O:14].[CH2:28](N(CC)CC)[CH3:29], predict the reaction product. The product is: [NH2:6][C@@H:7]([CH2:11][NH:12][C:13]([O:15][C:16]([CH3:19])([CH3:18])[CH3:17])=[O:14])[C:8]([O:10][CH2:28][CH3:29])=[O:9]. (6) Given the reactants [CH3:1][O:2][C:3](=[O:30])[C:4]1[CH:9]=[CH:8][C:7]([O:10][C:11]2[CH:16]=[CH:15][C:14]([Br:17])=[CH:13][C:12]=2/[CH:18]=[C:19]2\[C:20](=[O:29])[NH:21][C:22]3[C:27]\2=[CH:26][CH:25]=[C:24]([Cl:28])[CH:23]=3)=[CH:6][CH:5]=1.[C:31]([O:35][C:36](O[C:36]([O:35][C:31]([CH3:34])([CH3:33])[CH3:32])=[O:37])=[O:37])([CH3:34])([CH3:33])[CH3:32], predict the reaction product. The product is: [C:31]([O:35][C:36]([N:21]1[C:22]2[C:27](=[CH:26][CH:25]=[C:24]([Cl:28])[CH:23]=2)/[C:19](=[CH:18]/[C:12]2[CH:13]=[C:14]([Br:17])[CH:15]=[CH:16][C:11]=2[O:10][C:7]2[CH:8]=[CH:9][C:4]([C:3]([O:2][CH3:1])=[O:30])=[CH:5][CH:6]=2)/[C:20]1=[O:29])=[O:37])([CH3:34])([CH3:33])[CH3:32]. (7) Given the reactants [NH2:1][CH2:2][C:3]1[CH:4]=[CH:5][C:6]([Cl:19])=[C:7]([O:9][C:10]2[CH:11]=[C:12]([CH:15]=[C:16]([Cl:18])[CH:17]=2)[C:13]#[N:14])[CH:8]=1.[N+:20]([C:23]1[CH:24]=[C:25]2[C:29](=[CH:30][CH:31]=1)[NH:28][C:27]([C:32](O)=[O:33])=[CH:26]2)([O-:22])=[O:21].CN(C(ON1N=NC2C=CC=NC1=2)=[N+](C)C)C.F[P-](F)(F)(F)(F)F.CCN(C(C)C)C(C)C, predict the reaction product. The product is: [Cl:19][C:6]1[CH:5]=[CH:4][C:3]([CH2:2][NH:1][C:32]([C:27]2[NH:28][C:29]3[C:25]([CH:26]=2)=[CH:24][C:23]([N+:20]([O-:22])=[O:21])=[CH:31][CH:30]=3)=[O:33])=[CH:8][C:7]=1[O:9][C:10]1[CH:11]=[C:12]([C:13]#[N:14])[CH:15]=[C:16]([Cl:18])[CH:17]=1. (8) Given the reactants Cl[C:2]1[CH:7]=[C:6]([C:8]2[CH:13]=[C:12]([Cl:14])[CH:11]=[CH:10][C:9]=2[O:15][CH2:16][CH3:17])[N:5]=[C:4]([NH2:18])[N:3]=1.[NH2:19][C:20]1[CH:27]=[CH:26][C:23]([C:24]#[N:25])=[CH:22][CH:21]=1, predict the reaction product. The product is: [NH2:18][C:4]1[N:3]=[C:2]([NH:19][C:20]2[CH:27]=[CH:26][C:23]([C:24]#[N:25])=[CH:22][CH:21]=2)[CH:7]=[C:6]([C:8]2[CH:13]=[C:12]([Cl:14])[CH:11]=[CH:10][C:9]=2[O:15][CH2:16][CH3:17])[N:5]=1.